From a dataset of Catalyst prediction with 721,799 reactions and 888 catalyst types from USPTO. Predict which catalyst facilitates the given reaction. (1) Reactant: [C:1]([C:5]1[CH:6]=[C:7]([Mg]Br)[CH:8]=[C:9]([C:11]([CH3:14])([CH3:13])[CH3:12])[CH:10]=1)([CH3:4])([CH3:3])[CH3:2].Br[C:18]1[CH:26]=[C:25]([CH2:27][CH3:28])[CH:24]=[C:23]2[C:19]=1[CH2:20][CH:21]([CH3:31])[CH:22]2[O:29][CH3:30].O. Product: [C:1]([C:5]1[CH:6]=[C:7]([C:18]2[CH:26]=[C:25]([CH2:27][CH3:28])[CH:24]=[C:23]3[C:19]=2[CH2:20][CH:21]([CH3:31])[CH:22]3[O:29][CH3:30])[CH:8]=[C:9]([C:11]([CH3:14])([CH3:13])[CH3:12])[CH:10]=1)([CH3:4])([CH3:3])[CH3:2]. The catalyst class is: 1. (2) Reactant: [CH2:1]([C:4]1[C:13]([N:14]([CH2:21][CH3:22])[CH:15]2[CH2:20][CH2:19][O:18][CH2:17][CH2:16]2)=[CH:12][CH:11]=[CH:10][C:5]=1[C:6]([O:8]C)=[O:7])[CH:2]=[CH2:3].[OH-].[Na+]. Product: [CH2:1]([C:4]1[C:13]([N:14]([CH2:21][CH3:22])[CH:15]2[CH2:20][CH2:19][O:18][CH2:17][CH2:16]2)=[CH:12][CH:11]=[CH:10][C:5]=1[C:6]([OH:8])=[O:7])[CH:2]=[CH2:3]. The catalyst class is: 5. (3) Reactant: [C-:1]#[N:2].C([Al+]CC)C.[CH3:8][CH:9]([CH2:11][CH2:12][CH2:13][C@H:14]([C@@H:16]1[C@:33]2([CH3:34])[C@H:19]([C:20]3[CH2:21][CH2:22][C:23]4[C@:28]([C:30]=3[CH2:31][CH2:32]2)([CH3:29])[CH2:27][CH2:26][C:25](=[O:35])[CH:24]=4)[CH2:18][CH2:17]1)[CH3:15])[CH3:10].[OH-].[Na+]. Product: [C:1]([C@@:23]12[CH2:24][C:25](=[O:35])[CH2:26][CH2:27][C@:28]1([CH3:29])[C:30]1[CH2:31][CH2:32][C@@:33]3([CH3:34])[C@@H:19]([CH2:18][CH2:17][C@@H:16]3[C@H:14]([CH3:15])[CH2:13][CH2:12][CH2:11][CH:9]([CH3:8])[CH3:10])[C:20]=1[CH2:21][CH2:22]2)#[N:2].[C:1]([C@:23]12[CH2:24][C:25](=[O:35])[CH2:26][CH2:27][C@:28]1([CH3:29])[C:30]1[CH2:31][CH2:32][C@@:33]3([CH3:34])[C@@H:19]([CH2:18][CH2:17][C@@H:16]3[C@H:14]([CH3:15])[CH2:13][CH2:12][CH2:11][CH:9]([CH3:8])[CH3:10])[C:20]=1[CH2:21][CH2:22]2)#[N:2]. The catalyst class is: 7. (4) Reactant: [C:1]1([CH2:7][CH2:8][CH2:9][NH:10][C:11]2[C:20]3[C:15](=[CH:16][C:17]([O:21][CH2:22][CH2:23]Cl)=[CH:18][CH:19]=3)[N:14]=[CH:13][N:12]=2)[CH:6]=[CH:5][CH:4]=[CH:3][CH:2]=1.C([O-])([O-])=O.[K+].[K+].[N+](C1C=CC=CC=1S(N[CH:44]([CH2:57]C)[CH2:45][NH:46][C:47]1[C:56]2[C:51](=[CH:52][CH:53]=[CH:54][CH:55]=2)[N:50]=[CH:49][CH:48]=1)(=O)=O)([O-])=O.[C:59]1(S)[CH:64]=[CH:63][CH:62]=[CH:61][CH:60]=1.[CH3:66][N:67](C=O)[CH3:68]. Product: [N:46]1[C:64]2[C:59](=[CH:60][CH:61]=[CH:62][CH:63]=2)[C:49]([NH:50][CH:51]([CH3:56])[CH2:52][NH:67][CH2:66][CH2:23][CH2:22][O:21][C:17]2[CH:16]=[C:15]3[C:20]([C:11]([NH:10][CH2:9][CH2:8][CH2:7][C:1]4[CH:6]=[CH:5][CH:4]=[CH:3][CH:2]=4)=[N:12][CH:13]=[N:14]3)=[CH:19][CH:18]=2)=[CH:48][CH:47]=1.[N:50]1[C:51]2[C:56](=[CH:55][CH:54]=[CH:53][CH:52]=2)[C:47]([NH:46][CH:45]([CH2:44][CH3:57])[CH2:66][NH:67][CH2:68][CH2:23][CH2:22][O:21][C:17]2[CH:16]=[C:15]3[C:20]([C:11]([NH:10][CH2:9][CH2:8][CH2:7][C:1]4[CH:6]=[CH:5][CH:4]=[CH:3][CH:2]=4)=[N:12][CH:13]=[N:14]3)=[CH:19][CH:18]=2)=[CH:48][CH:49]=1. The catalyst class is: 13. (5) Reactant: [C:1]([C:4]1[CH:5]=[C:6]([Cl:20])[C:7]([CH3:19])=[C:8]([C:17]#[N:18])[C:9]=1[C:10]1[CH:15]=[CH:14][CH:13]=[C:12]([F:16])[CH:11]=1)(=O)[CH3:2].C([O-])(=O)C.[NH4+].C([BH3-])#[N:27].[Na+]. Product: [NH2:27][CH:1]([C:4]1[CH:5]=[C:6]([Cl:20])[C:7]([CH3:19])=[C:8]([C:17]#[N:18])[C:9]=1[C:10]1[CH:15]=[CH:14][CH:13]=[C:12]([F:16])[CH:11]=1)[CH3:2]. The catalyst class is: 449. (6) Reactant: [Br:1][C:2]1[N:7]=[C:6]([NH:8][C:9](=[O:15])[O:10][C:11]([CH3:14])([CH3:13])[CH3:12])[CH:5]=[CH:4][C:3]=1[Cl:16].[H-].[Na+].CC1C=CC(S(O[CH2:30][CH:31]2[CH2:36][CH2:35][O:34][C:33]([CH3:38])([CH3:37])[CH2:32]2)(=O)=O)=CC=1. The catalyst class is: 3. Product: [C:11]([O:10][C:9](=[O:15])[N:8]([C:6]1[CH:5]=[CH:4][C:3]([Cl:16])=[C:2]([Br:1])[N:7]=1)[CH2:30][CH:31]1[CH2:36][CH2:35][O:34][C:33]([CH3:38])([CH3:37])[CH2:32]1)([CH3:13])([CH3:12])[CH3:14]. (7) Reactant: Br[C:2]1[CH:3]=[CH:4][C:5]2[O:14][CH2:13][CH2:12][N:11]3[C:7](=[N:8][C:9]([C:15]4[N:16]([CH:23]([CH3:25])[CH3:24])[N:17]=[C:18]([CH2:20][O:21][CH3:22])[N:19]=4)=[CH:10]3)[C:6]=2[CH:26]=1. Product: [CH:23]([N:16]1[C:15]([C:9]2[N:8]=[C:7]3[C:6]4[CH:26]=[CH:2][CH:3]=[CH:4][C:5]=4[O:14][CH2:13][CH2:12][N:11]3[CH:10]=2)=[N:19][C:18]([CH2:20][O:21][CH3:22])=[N:17]1)([CH3:25])[CH3:24]. The catalyst class is: 2. (8) Reactant: [Cl:1][C:2]1[C:3]([O:12][C:13]2[CH:18]=[C:17]([O:19][CH2:20][CH2:21][CH2:22][C:23]#[N:24])[CH:16]=[CH:15][C:14]=2/[CH:25]=[CH:26]/[C:27]([O:29]CC)=[O:28])=[N:4][CH:5]=[C:6]([C:8]([F:11])([F:10])[F:9])[CH:7]=1.O1CCCC1.[OH-].[Na+].Cl. Product: [Cl:1][C:2]1[C:3]([O:12][C:13]2[CH:18]=[C:17]([O:19][CH2:20][CH2:21][CH2:22][C:23]#[N:24])[CH:16]=[CH:15][C:14]=2/[CH:25]=[CH:26]/[C:27]([OH:29])=[O:28])=[N:4][CH:5]=[C:6]([C:8]([F:9])([F:11])[F:10])[CH:7]=1. The catalyst class is: 97. (9) Product: [O:17]=[C:4]([C:19]1[CH:24]=[CH:23][CH:22]=[CH:21][CH:20]=1)[C@@H:5]([NH:9][C:10](=[O:16])[O:11][C:12]([CH3:13])([CH3:14])[CH3:15])[CH2:6][CH2:7][CH3:8]. The catalyst class is: 1. Reactant: CON(C)[C:4](=[O:17])[C@@H:5]([NH:9][C:10](=[O:16])[O:11][C:12]([CH3:15])([CH3:14])[CH3:13])[CH2:6][CH2:7][CH3:8].[C:19]1([Mg]Br)[CH:24]=[CH:23][CH:22]=[CH:21][CH:20]=1.[Cl-].[NH4+].C(OCC)(=O)C.